From a dataset of Full USPTO retrosynthesis dataset with 1.9M reactions from patents (1976-2016). Predict the reactants needed to synthesize the given product. (1) Given the product [Cl:61][C:62]1[CH:67]=[CH:66][C:65]([F:68])=[CH:64][C:63]=1[CH2:69][C:70]([NH:1][C:2]1[CH:3]=[CH:4][N:5]([CH3:27])[C:6]2[C:7]=1[CH:8]=[N:9][C:10]1[N:19]([C:20]3[CH:25]=[CH:24][C:23]([F:26])=[CH:22][CH:21]=3)[CH2:18][CH:17]=[C:12]3[NH:13][C:14](=[O:16])[C:15]=2[C:11]=13)=[O:71], predict the reactants needed to synthesize it. The reactants are: [NH2:1][C:2]1[CH:3]=[CH:4][N:5]([CH3:27])[C:6]2[C:7]=1[CH:8]=[N:9][C:10]1[N:19]([C:20]3[CH:25]=[CH:24][C:23]([F:26])=[CH:22][CH:21]=3)[CH2:18][CH:17]=[C:12]3[NH:13][C:14](=[O:16])[C:15]=2[C:11]=13.C(N(CC)C(C)C)(C)C.CN(C(ON1N=NC2C=CC=NC1=2)=[N+](C)C)C.F[P-](F)(F)(F)(F)F.[Cl:61][C:62]1[CH:67]=[CH:66][C:65]([F:68])=[CH:64][C:63]=1[CH2:69][C:70](O)=[O:71]. (2) Given the product [OH:25][C@H:10]1[C@@H:11]2[O:12][CH:13]([C:19]3[CH:20]=[CH:21][CH:22]=[CH:23][CH:24]=3)[O:14][CH2:15][C@H:16]2[O:17][CH2:18][C@H:9]1[N:3]1[CH:4]=[CH:5][C:6](=[O:8])[NH:7][C:2]1=[O:1], predict the reactants needed to synthesize it. The reactants are: [O:1]=[C:2]1[NH:7][C:6](=[O:8])[CH:5]=[CH:4][N:3]1[C@@H:9]1[CH2:18][O:17][C@H:16]2[C@@H:11]([O:12][CH:13]([C:19]3[CH:24]=[CH:23][CH:22]=[CH:21][CH:20]=3)[O:14][CH2:15]2)[C@H:10]1[O:25]S(C)(=O)=O.[OH-].[Na+]. (3) The reactants are: [CH3:1][C:2]([CH3:14])([S:4]([NH:6][C:7]([CH3:13])([CH3:12])[C:8](=[N:10][OH:11])[NH2:9])=[O:5])[CH3:3].[CH2:15](OC(OCC)OCC)C. Given the product [O:11]1[CH:15]=[N:9][C:8]([C:7]([NH:6][S:4]([C:2]([CH3:14])([CH3:1])[CH3:3])=[O:5])([CH3:13])[CH3:12])=[N:10]1, predict the reactants needed to synthesize it. (4) Given the product [Cl:1][C:2]1[C:11]2[C:6](=[CH:7][CH:8]=[C:9]([S:12]([N:15]3[CH2:19][CH2:18][CH2:17][C@H:16]3[C:20]([OH:22])=[O:21])(=[O:14])=[O:13])[CH:10]=2)[C:5]([Cl:27])=[CH:4][N:3]=1, predict the reactants needed to synthesize it. The reactants are: [Cl:1][C:2]1[C:11]2[C:6](=[CH:7][CH:8]=[C:9]([S:12]([N:15]3[CH2:19][CH2:18][CH2:17][C@H:16]3[C:20]([O:22]C(C)(C)C)=[O:21])(=[O:14])=[O:13])[CH:10]=2)[C:5]([Cl:27])=[CH:4][N:3]=1.O.